Dataset: Forward reaction prediction with 1.9M reactions from USPTO patents (1976-2016). Task: Predict the product of the given reaction. (1) Given the reactants [CH:1]1[CH:6]=[CH:5][C:4]([CH2:7][O:8][C:9]([CH2:11][CH2:12][C@@H:13](N)[C:14]([OH:16])=[O:15])=[O:10])=[CH:3][CH:2]=1.[K+].[Br-:19].N([O-])=O.[Na+], predict the reaction product. The product is: [Br:19][C@H:13]([CH2:12][CH2:11][C:9]([O:8][CH2:7][C:4]1[CH:5]=[CH:6][CH:1]=[CH:2][CH:3]=1)=[O:10])[C:14]([OH:16])=[O:15]. (2) Given the reactants [CH3:1][N:2]([CH2:10][CH2:11][O:12][CH3:13])[C:3]1([C:8]#[N:9])[CH2:7][CH2:6][CH2:5][CH2:4]1.[C:14]1([Li])[CH:19]=[CH:18][CH:17]=[CH:16][CH:15]=1.C(OCCCC)CCC.[BH4-].[Na+].NC(C1C=CC=CC=1)C1(N(C)C)CCCC1, predict the reaction product. The product is: [NH2:9][CH:8]([C:14]1[CH:19]=[CH:18][CH:17]=[CH:16][CH:15]=1)[C:3]1([N:2]([CH3:1])[CH2:10][CH2:11][O:12][CH3:13])[CH2:7][CH2:6][CH2:5][CH2:4]1. (3) Given the reactants ClCC1C=CC(C(Cl)=O)=CC=1.[CH3:12][O:13][C:14]1[CH:15]=[C:16]2[C:21](=[CH:22][C:23]=1[O:24][CH3:25])[N:20]=[CH:19][CH:18]=[C:17]2[O:26][C:27]1[CH:33]=[CH:32][C:30]([NH2:31])=[C:29]([F:34])[CH:28]=1.[Cl:35][CH2:36][C:37]1[CH:42]=[CH:41][C:40]([C:43]([N:45]=[C:46]=[S:47])=[O:44])=[CH:39][CH:38]=1, predict the reaction product. The product is: [Cl:35][CH2:36][C:37]1[CH:38]=[CH:39][C:40]([C:43]([N:45]=[C:46]=[S:47])=[O:44])=[CH:41][CH:42]=1.[Cl:35][CH2:36][C:37]1[CH:38]=[CH:39][C:40]([C:43]([NH:45][C:46]([NH:31][C:30]2[CH:32]=[CH:33][C:27]([O:26][C:17]3[C:16]4[C:21](=[CH:22][C:23]([O:24][CH3:25])=[C:14]([O:13][CH3:12])[CH:15]=4)[N:20]=[CH:19][CH:18]=3)=[CH:28][C:29]=2[F:34])=[S:47])=[O:44])=[CH:41][CH:42]=1.